This data is from Reaction yield outcomes from USPTO patents with 853,638 reactions. The task is: Predict the reaction yield, written as a fraction of the theoretical maximum amount of product (1.0 means a 100% yield; for example, 0.34 means a 34% yield). (1) The reactants are [CH2:1]([O:8][C:9]([NH:11][C@H:12]1[CH2:17][CH2:16][CH2:15][N:14]([CH:18]2[CH2:23][CH2:22][N:21](C(OC(C)(C)C)=O)[CH2:20][CH2:19]2)[C:13]1=[O:31])=[O:10])[C:2]1[CH:7]=[CH:6][CH:5]=[CH:4][CH:3]=1.C(Cl)[Cl:33].Cl. The catalyst is CO. The product is [ClH:33].[O:31]=[C:13]1[C@@H:12]([NH:11][C:9](=[O:10])[O:8][CH2:1][C:2]2[CH:7]=[CH:6][CH:5]=[CH:4][CH:3]=2)[CH2:17][CH2:16][CH2:15][N:14]1[CH:18]1[CH2:23][CH2:22][NH:21][CH2:20][CH2:19]1. The yield is 1.00. (2) The reactants are [C:1]([O:5][C:6]([N:8]1[CH2:13][CH2:12][C:11]2[O:14][C:15]3[C:20]([Cl:21])=[CH:19][C:18]([S:22]([C:25]4[CH:30]=[CH:29][CH:28]=[CH:27][CH:26]=4)(=[O:24])=[O:23])=[CH:17][C:16]=3[C:10]=2[CH:9]1[C:31]([OH:33])=O)=[O:7])([CH3:4])([CH3:3])[CH3:2].[CH2:34]([N:36](CC)[CH2:37]C)C.Cl.CNC.F[P-](F)(F)(F)(F)F.N1(O[P+](N(C)C)(N(C)C)N(C)C)C2C=CC=CC=2N=N1. The catalyst is C(#N)C. The product is [Cl:21][C:20]1[C:15]2[O:14][C:11]3[CH2:12][CH2:13][N:8]([C:6]([O:5][C:1]([CH3:3])([CH3:4])[CH3:2])=[O:7])[CH:9]([C:31](=[O:33])[N:36]([CH3:37])[CH3:34])[C:10]=3[C:16]=2[CH:17]=[C:18]([S:22]([C:25]2[CH:26]=[CH:27][CH:28]=[CH:29][CH:30]=2)(=[O:24])=[O:23])[CH:19]=1. The yield is 0.710. (3) The reactants are [Cl:1][C:2]1[N:7]=[C:6]([NH:8][C:9]2[CH:14]=[CH:13][C:12]([O:15][C:16]([F:19])([F:18])[F:17])=[CH:11][CH:10]=2)[C:5]([NH2:20])=[CH:4][N:3]=1.[CH:21](O)=O. The product is [Cl:1][C:2]1[N:7]=[C:6]2[C:5]([N:20]=[CH:21][N:8]2[C:9]2[CH:14]=[CH:13][C:12]([O:15][C:16]([F:17])([F:18])[F:19])=[CH:11][CH:10]=2)=[CH:4][N:3]=1. The yield is 0.445. The catalyst is CCOC(C)=O. (4) The reactants are [N+:1]([C:4]1[CH:5]=[CH:6][C:7]([O:12][CH2:13][CH2:14][N:15]2[CH2:19][CH2:18][CH2:17][CH2:16]2)=[C:8]([CH:11]=1)[C:9]#[N:10])([O-])=O. The catalyst is [Pt].CCO. The product is [NH2:1][C:4]1[CH:5]=[CH:6][C:7]([O:12][CH2:13][CH2:14][N:15]2[CH2:16][CH2:17][CH2:18][CH2:19]2)=[C:8]([CH:11]=1)[C:9]#[N:10]. The yield is 0.790. (5) The reactants are [OH-].[Na+].C(#N)C.[CH3:6][CH2:7][C@@H:8]([C:10]([O:12][C@@H:13]1[C@@H:18]2[C@@H:19]([CH2:24][CH2:25][C@@H:26]([OH:34])[CH2:27][C@@H:28]([OH:33])[CH2:29][C:30]([O-:32])=[O:31])[C@@H:20]([CH3:23])[CH:21]=[CH:22][C:17]2=[CH:16][C@@H:15]([OH:35])[CH2:14]1)=[O:11])[CH3:9].[Na+]. The catalyst is O. The product is [CH3:6][CH2:7][C@@H:8]([C:10]([O:12][C@@H:13]1[C@@H:18]2[C@@H:19]([CH2:24][CH2:25][C@@H:26]([OH:34])[CH2:27][C@@H:28]([OH:33])[CH2:29][C:30]([OH:32])=[O:31])[C@@H:20]([CH3:23])[CH:21]=[CH:22][C:17]2=[CH:16][C@@H:15]([OH:35])[CH2:14]1)=[O:11])[CH3:9]. The yield is 0.920. (6) The reactants are [C:1]([CH:5]([CH2:11][C:12]1[CH:17]=[CH:16][C:15]([O:18][CH3:19])=[CH:14][C:13]=1[CH2:20][N:21](C(OC(C)(C)C)=O)C(OC(C)(C)C)=O)[CH2:6][C:7]([O:9][CH3:10])=[O:8])([O:3][CH3:4])=[O:2]. The catalyst is C(Cl)(Cl)Cl.FC(F)(F)C(O)=O. The product is [C:1]([CH:5]([CH2:11][C:12]1[CH:17]=[CH:16][C:15]([O:18][CH3:19])=[CH:14][C:13]=1[CH2:20][NH2:21])[CH2:6][C:7]([O:9][CH3:10])=[O:8])([O:3][CH3:4])=[O:2]. The yield is 1.00. (7) The reactants are Cl[C:2]1[CH:7]=[CH:6][C:5]([N+:8]([O-:10])=[O:9])=[CH:4][C:3]=1[F:11].[CH3:12][Si:13](N[Si:13]([CH3:15])([CH3:14])[CH3:12])([CH3:15])[CH3:14].C(OCC)(=O)C. The catalyst is C1(C)C(C)=CC=CC=1.C1C=CC([P]([Pd]([P](C2C=CC=CC=2)(C2C=CC=CC=2)C2C=CC=CC=2)([P](C2C=CC=CC=2)(C2C=CC=CC=2)C2C=CC=CC=2)[P](C2C=CC=CC=2)(C2C=CC=CC=2)C2C=CC=CC=2)(C2C=CC=CC=2)C2C=CC=CC=2)=CC=1. The product is [F:11][C:3]1[CH:4]=[C:5]([N+:8]([O-:10])=[O:9])[CH:6]=[CH:7][C:2]=1[Si:13]([CH3:15])([CH3:14])[CH3:12]. The yield is 1.01.